The task is: Predict which catalyst facilitates the given reaction.. This data is from Catalyst prediction with 721,799 reactions and 888 catalyst types from USPTO. (1) Reactant: C(OP(O[CH2:10][C:11]1[O:15][N:14]=[C:13]([C:16]([O:18][CH2:19][CH3:20])=[O:17])[CH:12]=1)(OCC)=O)C.[CH3:21][C:22]1[CH:27]=[CH:26][C:25](B(O)O)=[CH:24][CH:23]=1.C(=O)([O-])[O-].[K+].[K+].C1(P(C2C=CC=CC=2)C2C=CC=CC=2)C=CC=CC=1. Product: [CH3:21][C:22]1[CH:27]=[CH:26][C:25]([CH2:10][C:11]2[O:15][N:14]=[C:13]([C:16]([O:18][CH2:19][CH3:20])=[O:17])[CH:12]=2)=[CH:24][CH:23]=1. The catalyst class is: 706. (2) Reactant: [CH2:1]([O:3][C:4]1[CH:9]=[CH:8][N:7]([C:10]2[CH:15]=[CH:14][C:13]([F:16])=[CH:12][CH:11]=2)[C:6](=[O:17])[C:5]=1[C:18](Cl)=[O:19])[CH3:2].[Cl:21][C:22]1[C:23]([O:30][C:31]2[CH:36]=[CH:35][N:34]=[CH:33][C:32]=2[C:37]2[CH:38]=[N:39][N:40]([CH3:42])[CH:41]=2)=[CH:24][C:25]([F:29])=[C:26]([NH2:28])[CH:27]=1. Product: [Cl:21][C:22]1[C:23]([O:30][C:31]2[CH:36]=[CH:35][N:34]=[CH:33][C:32]=2[C:37]2[CH:38]=[N:39][N:40]([CH3:42])[CH:41]=2)=[CH:24][C:25]([F:29])=[C:26]([NH:28][C:18]([C:5]2[C:6](=[O:17])[N:7]([C:10]3[CH:15]=[CH:14][C:13]([F:16])=[CH:12][CH:11]=3)[CH:8]=[CH:9][C:4]=2[O:3][CH2:1][CH3:2])=[O:19])[CH:27]=1. The catalyst class is: 202. (3) The catalyst class is: 98. Product: [F:34][C:31]1[CH:32]=[CH:33][C:28]([CH:21]([C:18]2[CH:17]=[CH:16][C:15]([F:14])=[CH:20][CH:19]=2)[N:22]2[CH2:23][CH2:24][N:25]([C:8]([C:7]3[CH:6]=[C:5]([S:2]([N:46]4[CH2:45][CH2:44][N:43]5[CH2:47][CH2:48][CH2:49][C@H:42]5[CH2:41]4)(=[O:4])=[O:3])[CH:13]=[CH:12][CH:11]=3)=[O:9])[CH2:26][CH2:27]2)=[CH:29][CH:30]=1. Reactant: Cl[S:2]([C:5]1[CH:6]=[C:7]([CH:11]=[CH:12][CH:13]=1)[C:8](Cl)=[O:9])(=[O:4])=[O:3].[F:14][C:15]1[CH:20]=[CH:19][C:18]([CH:21]([C:28]2[CH:33]=[CH:32][C:31]([F:34])=[CH:30][CH:29]=2)[N:22]2[CH2:27][CH2:26][NH:25][CH2:24][CH2:23]2)=[CH:17][CH:16]=1.C(=O)([O-])[O-].[Na+].[Na+].[CH2:41]1[NH:46][CH2:45][CH2:44][N:43]2[CH2:47][CH2:48][CH2:49][C@@H:42]12. (4) Reactant: Cl.CN(C)CCCN=C=NCC.ON1C2C=CC=CC=2N=N1.[CH2:23]([O:30][C:31]([NH:33][C:34]1([C:37]([OH:39])=O)[CH2:36][CH2:35]1)=[O:32])[C:24]1[CH:29]=[CH:28][CH:27]=[CH:26][CH:25]=1.[CH2:40]([NH:47][CH2:48][C:49]([O:51][CH2:52][CH3:53])=[O:50])[C:41]1[CH:46]=[CH:45][CH:44]=[CH:43][CH:42]=1. Product: [CH2:40]([N:47]([C:37]([C:34]1([NH:33][C:31]([O:30][CH2:23][C:24]2[CH:25]=[CH:26][CH:27]=[CH:28][CH:29]=2)=[O:32])[CH2:35][CH2:36]1)=[O:39])[CH2:48][C:49]([O:51][CH2:52][CH3:53])=[O:50])[C:41]1[CH:46]=[CH:45][CH:44]=[CH:43][CH:42]=1. The catalyst class is: 4. (5) Reactant: [S:1]([O:8]S(C(F)(F)F)(=O)=O)([C:4]([F:7])([F:6])[F:5])(=[O:3])=[O:2].O[C:17]1[CH:18]=[C:19]([CH:24]=[C:25]([O:27][C:28]2[CH:33]=[CH:32][C:31]([N+:34]([O-:36])=[O:35])=[CH:30][CH:29]=2)[CH:26]=1)[C:20]([O:22]C)=[O:21].N1C=CC=CC=1.Cl. Product: [N+:34]([C:31]1[CH:30]=[CH:29][C:28]([O:27][C:25]2[CH:24]=[C:19]([CH:18]=[C:17]([O:8][S:1]([C:4]([F:7])([F:6])[F:5])(=[O:3])=[O:2])[CH:26]=2)[C:20]([OH:22])=[O:21])=[CH:33][CH:32]=1)([O-:36])=[O:35]. The catalyst class is: 258. (6) Reactant: [Br:1][C:2]1[CH:3]=[C:4]2[C:9](=[CH:10][CH:11]=1)[N:8]=[C:7]([NH:12][CH2:13][C:14]1[CH:19]=[CH:18][C:17]([O:20][CH3:21])=[CH:16][CH:15]=1)[C:6](I)=[CH:5]2.[CH2:23]([CH:25]1[O:30][CH2:29][CH2:28][NH:27][CH2:26]1)[CH3:24].C(=O)([O-])[O-].[Cs+].[Cs+].C(C1CCCCC1=O)(=O)C(C)C. Product: [Br:1][C:2]1[CH:3]=[C:4]2[C:9](=[CH:10][CH:11]=1)[N:8]=[C:7]([NH:12][CH2:13][C:14]1[CH:19]=[CH:18][C:17]([O:20][CH3:21])=[CH:16][CH:15]=1)[C:6]([N:27]1[CH2:28][CH2:29][O:30][CH:25]([CH2:23][CH3:24])[CH2:26]1)=[CH:5]2. The catalyst class is: 122. (7) Reactant: [CH3:1][C:2]([CH3:21])([CH3:20])[C:3]([NH:5][C:6]1[N:11]=[CH:10][C:9]([NH:12][C:13](=[O:18])[C:14]([CH3:17])([CH3:16])[CH3:15])=[C:8]([CH3:19])[CH:7]=1)=[O:4].[Li]C(C)(C)C.[Cl:27][C:28]1[C:29]([O:41][CH3:42])=[C:30]([CH:37]=[C:38]([Cl:40])[CH:39]=1)[C:31](N(OC)C)=[O:32].C(O)(=O)CC(CC(O)=O)(C(O)=O)O. Product: [Cl:27][C:28]1[C:29]([O:41][CH3:42])=[C:30]([C:31](=[O:32])[CH2:19][C:8]2[CH:7]=[C:6]([NH:5][C:3](=[O:4])[C:2]([CH3:21])([CH3:20])[CH3:1])[N:11]=[CH:10][C:9]=2[NH:12][C:13](=[O:18])[C:14]([CH3:15])([CH3:17])[CH3:16])[CH:37]=[C:38]([Cl:40])[CH:39]=1. The catalyst class is: 1. (8) Reactant: C[O:2][CH2:3][CH2:4][O:5][CH2:6][CH2:7][O:8][CH2:9][CH2:10][O:11][CH2:12][CH2:13][O:14][CH2:15][CH2:16][O:17][CH2:18][CH2:19][O:20][CH2:21][CH2:22][O:23][CH2:24][CH2:25][O:26][CH2:27][CH2:28][O:29][CH2:30]C1C=CC=CC=1. Product: [CH3:30][O:29][CH2:28][CH2:27][O:26][CH2:25][CH2:24][O:23][CH2:22][CH2:21][O:20][CH2:19][CH2:18][O:17][CH2:16][CH2:15][O:14][CH2:13][CH2:12][O:11][CH2:10][CH2:9][O:8][CH2:7][CH2:6][O:5][CH2:4][CH2:3][OH:2]. The catalyst class is: 19.